This data is from Forward reaction prediction with 1.9M reactions from USPTO patents (1976-2016). The task is: Predict the product of the given reaction. (1) Given the reactants C(OC([N:8]1[CH2:13][CH2:12][CH:11]([NH:14][CH:15](CC2CC2)[C:16]2[S:20][C:19]([CH3:21])=[N:18][C:17]=2[CH3:22])[CH2:10][CH2:9]1)=O)(C)(C)C.[C:27]1(OC)[CH:32]=[CH:31][CH:30]=CC=1.FC(F)(F)C(O)=O, predict the reaction product. The product is: [CH:32]1([CH2:27][N:14]([CH2:15][C:16]2[S:20][C:19]([CH3:21])=[N:18][C:17]=2[CH3:22])[CH:11]2[CH2:10][CH2:9][NH:8][CH2:13][CH2:12]2)[CH2:30][CH2:31]1. (2) Given the reactants [Br:1][C:2]1[CH:9]=[C:8]([CH3:10])[C:5]([C:6]#[N:7])=[C:4]([O:11][CH3:12])[CH:3]=1.[OH-:13].[Na+], predict the reaction product. The product is: [Br:1][C:2]1[CH:9]=[C:8]([CH3:10])[C:5]([C:6]([NH2:7])=[O:13])=[C:4]([O:11][CH3:12])[CH:3]=1. (3) Given the reactants [CH2:1]([C@@H:3]1[CH2:8][CH2:7][C@H:6]([O:9][C:10]2[CH:11]=[C:12]3[C:17](=[CH:18][CH:19]=2)[N:16]=[CH:15][CH:14]=[CH:13]3)[CH2:5][CH2:4]1)[CH3:2].C1C=C(Cl)C=C(C(OO)=[O:28])C=1.[O-]S([O-])=O.[Na+].[Na+], predict the reaction product. The product is: [CH2:1]([C@@H:3]1[CH2:8][CH2:7][C@H:6]([O:9][C:10]2[CH:11]=[C:12]3[C:17](=[CH:18][CH:19]=2)[N+:16]([O-:28])=[CH:15][CH:14]=[CH:13]3)[CH2:5][CH2:4]1)[CH3:2]. (4) Given the reactants [Cl:1][C:2]1[C:3]([C:18](O)=[O:19])=[CH:4][C:5]2[N:6]([C:8]([S:14](O)(=[O:16])=[O:15])=[C:9]([CH:11]([CH3:13])[CH3:12])[N:10]=2)[CH:7]=1.C([N:23]([CH2:26][CH3:27])CC)C.P(Cl)(Cl)(Cl)=O.[NH2:33][C:34]1[CH:39]=[CH:38][CH:37]=[CH:36][CH:35]=1.C(=O)([O-])O.[Na+], predict the reaction product. The product is: [Cl:1][C:2]1[C:3]([C:18]([NH:23][C:26]2[CH:27]=[CH:4][CH:3]=[CH:2][CH:7]=2)=[O:19])=[CH:4][C:5]2[N:6]([C:8]([S:14](=[O:15])(=[O:16])[NH:33][C:34]3[CH:39]=[CH:38][CH:37]=[CH:36][CH:35]=3)=[C:9]([CH:11]([CH3:12])[CH3:13])[N:10]=2)[CH:7]=1. (5) Given the reactants [F:1][C:2]1[CH:3]=[C:4]([CH2:20][OH:21])[CH:5]=[CH:6][C:7]=1[C:8]#[C:9][CH2:10][CH2:11][CH2:12][CH2:13][C:14]1[CH:19]=[CH:18][CH:17]=[CH:16][CH:15]=1, predict the reaction product. The product is: [F:1][C:2]1[CH:3]=[C:4]([CH:5]=[CH:6][C:7]=1[C:8]#[C:9][CH2:10][CH2:11][CH2:12][CH2:13][C:14]1[CH:15]=[CH:16][CH:17]=[CH:18][CH:19]=1)[CH:20]=[O:21].